The task is: Predict which catalyst facilitates the given reaction.. This data is from Catalyst prediction with 721,799 reactions and 888 catalyst types from USPTO. (1) Reactant: Cl.[S:2]1[CH:6]=[CH:5][C:4]([CH2:7][CH2:8][NH2:9])=[CH:3]1.C(N(CC)CC)C.[C:17](Cl)(=[O:24])[C:18]1[CH:23]=[CH:22][CH:21]=[CH:20][CH:19]=1. Product: [S:2]1[CH:6]=[CH:5][C:4]([CH2:7][CH2:8][NH:9][C:17](=[O:24])[C:18]2[CH:23]=[CH:22][CH:21]=[CH:20][CH:19]=2)=[CH:3]1. The catalyst class is: 1. (2) Reactant: [Br:1][C:2]1[CH:7]=[C:6]([O:8][CH3:9])[CH:5]=[C:4]([Br:10])[C:3]=1[CH3:11].[Br:12]N1C(=O)CCC1=O.C(OOC(=O)C1C=CC=CC=1)(=O)C1C=CC=CC=1. Product: [Br:12][CH2:11][C:3]1[C:2]([Br:1])=[CH:7][C:6]([O:8][CH3:9])=[CH:5][C:4]=1[Br:10]. The catalyst class is: 53.